From a dataset of Catalyst prediction with 721,799 reactions and 888 catalyst types from USPTO. Predict which catalyst facilitates the given reaction. Reactant: [CH2:1]([C:4]1[C:8]([CH2:9][OH:10])=[CH:7][N:6]([C:11]2[CH:16]=[CH:15][C:14]([C:17]([F:20])([F:19])[F:18])=[CH:13][N:12]=2)[N:5]=1)[CH2:2][CH3:3].O[C:22]1[CH:23]=[C:24]([CH2:28][C:29]([O:31]C)=[O:30])[CH:25]=[CH:26][CH:27]=1.C(P(CCCC)CCCC)CCC.N(C(N1CCCCC1)=O)=NC(N1CCCCC1)=O. Product: [CH2:1]([C:4]1[C:8]([CH2:9][O:10][C:22]2[CH:23]=[C:24]([CH2:28][C:29]([OH:31])=[O:30])[CH:25]=[CH:26][CH:27]=2)=[CH:7][N:6]([C:11]2[CH:16]=[CH:15][C:14]([C:17]([F:19])([F:18])[F:20])=[CH:13][N:12]=2)[N:5]=1)[CH2:2][CH3:3]. The catalyst class is: 7.